Dataset: NCI-60 drug combinations with 297,098 pairs across 59 cell lines. Task: Regression. Given two drug SMILES strings and cell line genomic features, predict the synergy score measuring deviation from expected non-interaction effect. Drug 1: C1CCC(C1)C(CC#N)N2C=C(C=N2)C3=C4C=CNC4=NC=N3. Drug 2: CN(C)N=NC1=C(NC=N1)C(=O)N. Cell line: SNB-75. Synergy scores: CSS=-4.63, Synergy_ZIP=2.61, Synergy_Bliss=0.178, Synergy_Loewe=-4.06, Synergy_HSA=-3.59.